Dataset: Catalyst prediction with 721,799 reactions and 888 catalyst types from USPTO. Task: Predict which catalyst facilitates the given reaction. Reactant: [C:1]1([C@@H:7]2[CH:11]=[C:10](OS(C(F)(F)F)(=O)=O)[CH2:9][N:8]2[C:20]([O:22][C:23]([CH3:26])([CH3:25])[CH3:24])=[O:21])[CH:6]=[CH:5][CH:4]=[CH:3][CH:2]=1.[F:27][C:28]1[CH:33]=[CH:32][C:31]([F:34])=[CH:30][C:29]=1B(O)O.C([O-])([O-])=O.[Na+].[Na+]. Product: [F:27][C:28]1[CH:33]=[CH:32][C:31]([F:34])=[CH:30][C:29]=1[C:10]1[CH2:9][N:8]([C:20]([O:22][C:23]([CH3:24])([CH3:25])[CH3:26])=[O:21])[C@H:7]([C:1]2[CH:2]=[CH:3][CH:4]=[CH:5][CH:6]=2)[CH:11]=1. The catalyst class is: 77.